Dataset: Reaction yield outcomes from USPTO patents with 853,638 reactions. Task: Predict the reaction yield, written as a fraction of the theoretical maximum amount of product (1.0 means a 100% yield; for example, 0.34 means a 34% yield). (1) The reactants are [H-].[Al+3].[Li+].[H-].[H-].[H-].[NH:7]1[C:15]2[C:10](=[CH:11][CH:12]=[CH:13][CH:14]=2)[CH:9]=[C:8]1[C:16](OCC)=[O:17].O.[OH-].[Na+]. The catalyst is C1COCC1. The product is [NH:7]1[C:15]2[C:10](=[CH:11][CH:12]=[CH:13][CH:14]=2)[CH:9]=[C:8]1[CH2:16][OH:17]. The yield is 0.830. (2) The reactants are [CH3:1][C:2]([C:5]1[CH:6]=[C:7]([NH:16][C:17]([NH:19][NH:20][C:21]([C:23]2[CH:28]=[CH:27][C:26]([N+:29]([O-])=O)=[CH:25][CH:24]=2)=[O:22])=[O:18])[CH:8]=[C:9]([C:12]([CH3:15])([CH3:14])[CH3:13])[C:10]=1[OH:11])([CH3:4])[CH3:3].[H][H]. The catalyst is C(O)C.[Pd]. The product is [NH2:29][C:26]1[CH:27]=[CH:28][C:23]([C:21]([NH:20][NH:19][C:17]([NH:16][C:7]2[CH:6]=[C:5]([C:2]([CH3:1])([CH3:3])[CH3:4])[C:10]([OH:11])=[C:9]([C:12]([CH3:15])([CH3:14])[CH3:13])[CH:8]=2)=[O:18])=[O:22])=[CH:24][CH:25]=1. The yield is 0.750.